Dataset: NCI-60 drug combinations with 297,098 pairs across 59 cell lines. Task: Regression. Given two drug SMILES strings and cell line genomic features, predict the synergy score measuring deviation from expected non-interaction effect. Drug 1: CC12CCC3C(C1CCC2=O)CC(=C)C4=CC(=O)C=CC34C. Drug 2: CC12CCC3C(C1CCC2O)C(CC4=C3C=CC(=C4)O)CCCCCCCCCS(=O)CCCC(C(F)(F)F)(F)F. Cell line: RXF 393. Synergy scores: CSS=24.2, Synergy_ZIP=-1.88, Synergy_Bliss=-4.81, Synergy_Loewe=-3.90, Synergy_HSA=-3.35.